Dataset: Forward reaction prediction with 1.9M reactions from USPTO patents (1976-2016). Task: Predict the product of the given reaction. (1) Given the reactants [CH2:1]([O:8][N:9]1[C:14](=[O:15])[CH:13]=[C:12](OS(C(F)(F)F)(=O)=O)[C:11]([C:24]([O:26][CH2:27][CH3:28])=[O:25])=[CH:10]1)[C:2]1[CH:7]=[CH:6][CH:5]=[CH:4][CH:3]=1.[CH2:29]([NH2:36])[C:30]1[CH:35]=[CH:34][CH:33]=[CH:32][CH:31]=1.C(N(CC)C(C)C)(C)C, predict the reaction product. The product is: [CH2:29]([NH:36][C:12]1[C:11]([C:24]([O:26][CH2:27][CH3:28])=[O:25])=[CH:10][N:9]([O:8][CH2:1][C:2]2[CH:7]=[CH:6][CH:5]=[CH:4][CH:3]=2)[C:14](=[O:15])[CH:13]=1)[C:30]1[CH:35]=[CH:34][CH:33]=[CH:32][CH:31]=1. (2) Given the reactants C([O:3][C:4]([C:6]1[N:7]([C:22]2[CH:27]=[CH:26][C:25]([O:28][CH:29]([CH3:31])[CH3:30])=[CH:24][CH:23]=2)[C:8]2[C:13]([C:14]=1[N:15]1[CH2:19][CH2:18][CH2:17][C:16]1=[O:20])=[CH:12][C:11]([OH:21])=[CH:10][CH:9]=2)=[O:5])C.Cl[C:33]1[CH:38]=[CH:37][C:36]([C:39]([F:42])([F:41])[F:40])=[CH:35][N:34]=1, predict the reaction product. The product is: [CH:29]([O:28][C:25]1[CH:26]=[CH:27][C:22]([N:7]2[C:8]3[C:13](=[CH:12][C:11]([O:21][C:33]4[CH:38]=[CH:37][C:36]([C:39]([F:42])([F:41])[F:40])=[CH:35][N:34]=4)=[CH:10][CH:9]=3)[C:14]([N:15]3[CH2:19][CH2:18][CH2:17][C:16]3=[O:20])=[C:6]2[C:4]([OH:3])=[O:5])=[CH:23][CH:24]=1)([CH3:31])[CH3:30].